This data is from Retrosynthesis with 50K atom-mapped reactions and 10 reaction types from USPTO. The task is: Predict the reactants needed to synthesize the given product. (1) Given the product O=C(c1ccccc1)N1CCN([C@H]2CCN(C(=O)c3cc(C(F)(F)F)cc(C(F)(F)F)c3)C[C@H]2c2ccccc2)CC1, predict the reactants needed to synthesize it. The reactants are: O=C(Cl)c1ccccc1.O=C(c1cc(C(F)(F)F)cc(C(F)(F)F)c1)N1CC[C@H](N2CCNCC2)[C@H](c2ccccc2)C1. (2) The reactants are: CCOC(=O)c1cccc(B(O)O)c1.OCc1cc2c(F)ccc(Br)c2s1. Given the product CCOC(=O)c1cccc(-c2ccc(F)c3cc(CO)sc23)c1, predict the reactants needed to synthesize it.